Dataset: Catalyst prediction with 721,799 reactions and 888 catalyst types from USPTO. Task: Predict which catalyst facilitates the given reaction. Reactant: [C:1]([C:3]1[CH:13]=[CH:12][C:6]([C:7](OCC)=[O:8])=[CH:5][CH:4]=1)#[N:2].O.[NH2:15][NH2:16]. Product: [C:1]([C:3]1[CH:13]=[CH:12][C:6]([C:7]([NH:15][NH2:16])=[O:8])=[CH:5][CH:4]=1)#[N:2]. The catalyst class is: 8.